From a dataset of Full USPTO retrosynthesis dataset with 1.9M reactions from patents (1976-2016). Predict the reactants needed to synthesize the given product. (1) Given the product [CH2:1]([O:3][C:4](=[O:21])[CH:5]([N:6]([CH2:7][C:8]1[CH:9]=[CH:10][CH:11]=[CH:12][CH:13]=1)[CH2:14][C:15]1[CH:20]=[CH:19][CH:18]=[CH:17][CH:16]=1)[CH:37]([OH:38])[CH2:36][C:30]1[CH:35]=[CH:34][CH:33]=[CH:32][CH:31]=1)[CH3:2], predict the reactants needed to synthesize it. The reactants are: [CH2:1]([O:3][C:4](=[O:21])[CH2:5][N:6]([CH2:14][C:15]1[CH:20]=[CH:19][CH:18]=[CH:17][CH:16]=1)[CH2:7][C:8]1[CH:13]=[CH:12][CH:11]=[CH:10][CH:9]=1)[CH3:2].C([N-]C(C)C)(C)C.[Li+].[C:30]1([CH2:36][CH:37]=[O:38])[CH:35]=[CH:34][CH:33]=[CH:32][CH:31]=1.O. (2) Given the product [F:6][CH:7]([F:20])[O:8][C:9]1[CH:16]=[CH:15][C:12]([CH:13]([NH2:22])[CH2:31][S:32]([CH3:35])(=[O:34])=[O:33])=[CH:11][C:10]=1[O:17][CH2:18][CH3:19], predict the reactants needed to synthesize it. The reactants are: C1COCC1.[F:6][CH:7]([F:20])[O:8][C:9]1[CH:16]=[CH:15][C:12]([CH:13]=O)=[CH:11][C:10]=1[O:17][CH2:18][CH3:19].[Li][N:22]([Si](C)(C)C)[Si](C)(C)C.[CH3:31][S:32]([CH3:35])(=[O:34])=[O:33].